From a dataset of Forward reaction prediction with 1.9M reactions from USPTO patents (1976-2016). Predict the product of the given reaction. (1) Given the reactants [CH:1]([C:4]1[C:8]([CH2:9][CH2:10][CH2:11][O:12][C:13]2[C:18]([O:19][CH3:20])=[CH:17][CH:16]=[CH:15][C:14]=2[CH2:21][C:22]([O:24]C)=[O:23])=[CH:7][N:6]([C:26]2[C:31]([C:32]([F:35])([F:34])[F:33])=[CH:30][CH:29]=[CH:28][N:27]=2)[N:5]=1)([CH3:3])[CH3:2].[OH-].[Na+].O1CCCC1.Cl, predict the reaction product. The product is: [CH:1]([C:4]1[C:8]([CH2:9][CH2:10][CH2:11][O:12][C:13]2[C:18]([O:19][CH3:20])=[CH:17][CH:16]=[CH:15][C:14]=2[CH2:21][C:22]([OH:24])=[O:23])=[CH:7][N:6]([C:26]2[C:31]([C:32]([F:33])([F:35])[F:34])=[CH:30][CH:29]=[CH:28][N:27]=2)[N:5]=1)([CH3:3])[CH3:2]. (2) Given the reactants [K].[SH:2][C:3]1[S:4][C:5]2[C:6]([N:16]=1)=[N:7][CH:8]=[C:9]([C:11]([O:13][CH2:14][CH3:15])=[O:12])[CH:10]=2.I[CH3:18], predict the reaction product. The product is: [CH3:18][S:2][C:3]1[S:4][C:5]2[C:6]([N:16]=1)=[N:7][CH:8]=[C:9]([C:11]([O:13][CH2:14][CH3:15])=[O:12])[CH:10]=2. (3) Given the reactants [Br:1][C:2]1[CH:7]=[CH:6][C:5]([C@@H:8]2[O:13][CH2:12][CH2:11][N:10]([C@@H](C3C=CC=CC=3)C)[CH2:9]2)=[CH:4][CH:3]=1.[Cl:22]C(OC(Cl)C)=O, predict the reaction product. The product is: [ClH:22].[Br:1][C:2]1[CH:3]=[CH:4][C:5]([C@@H:8]2[O:13][CH2:12][CH2:11][NH:10][CH2:9]2)=[CH:6][CH:7]=1.